Dataset: Full USPTO retrosynthesis dataset with 1.9M reactions from patents (1976-2016). Task: Predict the reactants needed to synthesize the given product. (1) The reactants are: [NH2:1][C:2]1[CH:3]=[CH:4][C:5]([F:20])=[C:6]([C@:8]2([CH3:19])[C:13]([F:15])([F:14])[C:12]([CH3:17])([CH3:16])[O:11][C:10]([NH2:18])=[N:9]2)[CH:7]=1.[Cl:21][C:22]1[CH:23]=[CH:24][C:25]([C:28](O)=[O:29])=[N:26][CH:27]=1. Given the product [NH2:18][C:10]1[O:11][C:12]([CH3:16])([CH3:17])[C:13]([F:14])([F:15])[C@:8]([C:6]2[CH:7]=[C:2]([NH:1][C:28]([C:25]3[CH:24]=[CH:23][C:22]([Cl:21])=[CH:27][N:26]=3)=[O:29])[CH:3]=[CH:4][C:5]=2[F:20])([CH3:19])[N:9]=1, predict the reactants needed to synthesize it. (2) Given the product [Cl:32][C:23]1[CH:24]=[C:25]([CH3:31])[C:26]([N+:28]([O-:30])=[O:29])=[CH:27][C:22]=1[NH:11][C:10]1[N:6]([CH2:5][CH:4]([O:18][CH2:19][CH3:20])[O:3][CH2:1][CH3:2])[N:7]=[C:8]([C:12]2[CH:13]=[N:14][CH:15]=[CH:16][CH:17]=2)[CH:9]=1, predict the reactants needed to synthesize it. The reactants are: [CH2:1]([O:3][CH:4]([O:18][CH2:19][CH3:20])[CH2:5][N:6]1[C:10]([NH2:11])=[CH:9][C:8]([C:12]2[CH:13]=[N:14][CH:15]=[CH:16][CH:17]=2)=[N:7]1)[CH3:2].Br[C:22]1[CH:27]=[C:26]([N+:28]([O-:30])=[O:29])[C:25]([CH3:31])=[CH:24][C:23]=1[Cl:32]. (3) The reactants are: Br[C:2]1[CH:17]=[CH:16][C:5]([O:6][C:7]2[N:8]=[C:9]3[CH:14]=[CH:13][CH:12]=[CH:11][N:10]3[CH:15]=2)=[CH:4][CH:3]=1.[CH3:18][C:19]1([CH3:35])[C:23]([CH3:25])([CH3:24])[O:22][B:21]([B:21]2[O:22][C:23]([CH3:25])([CH3:24])[C:19]([CH3:35])([CH3:18])[O:20]2)[O:20]1.CC([O-])=O.[K+].CS(C)=O. Given the product [CH3:18][C:19]1([CH3:35])[C:23]([CH3:25])([CH3:24])[O:22][B:21]([C:2]2[CH:17]=[CH:16][C:5]([O:6][C:7]3[N:8]=[C:9]4[CH:14]=[CH:13][CH:12]=[CH:11][N:10]4[CH:15]=3)=[CH:4][CH:3]=2)[O:20]1, predict the reactants needed to synthesize it. (4) Given the product [CH3:39][N:37]1[N:36]=[N:35][C:34]([C:31]2[CH:30]=[CH:29][C:28]([B:10]3[O:11][C:12]([CH3:17])([CH3:18])[C:13]([CH3:15])([CH3:16])[O:14]3)=[CH:33][N:32]=2)=[N:38]1, predict the reactants needed to synthesize it. The reactants are: [B:10]1([B:10]2[O:14][C:13]([CH3:16])([CH3:15])[C:12]([CH3:18])([CH3:17])[O:11]2)[O:14][C:13]([CH3:16])([CH3:15])[C:12]([CH3:18])([CH3:17])[O:11]1.CC([O-])=O.[K+].C(Cl)Cl.Br[C:28]1[CH:29]=[CH:30][C:31]([C:34]2[N:35]=[N:36][N:37]([CH3:39])[N:38]=2)=[N:32][CH:33]=1. (5) Given the product [Br:1][CH2:2][C:3]([NH:24][CH2:6][CH2:7][CH2:8][CH2:9][CH2:10][CH2:11][CH2:12][CH2:13][CH2:14][CH2:15][CH2:16][CH2:17][CH2:18][CH2:19][CH2:20][CH2:21][CH2:22][CH3:23])=[O:4], predict the reactants needed to synthesize it. The reactants are: [Br:1][CH2:2][C:3](Br)=[O:4].[CH2:6]([NH2:24])[CH2:7][CH2:8][CH2:9][CH2:10][CH2:11][CH2:12][CH2:13][CH2:14][CH2:15][CH2:16][CH2:17][CH2:18][CH2:19][CH2:20][CH2:21][CH2:22][CH3:23].C([O-])([O-])=O.[K+].[K+]. (6) Given the product [C:22]1([C:28]2[O:29][C:30]([C:36]([F:38])([F:39])[F:37])=[C:31]([C:33]([NH:1][C:2]3[CH:3]=[CH:4][C:5]([N:8]4[CH2:14][CH2:13][CH2:12][N:11]([C:15]([O:17][C:18]([CH3:21])([CH3:20])[CH3:19])=[O:16])[CH2:10][CH2:9]4)=[N:6][CH:7]=3)=[O:34])[N:32]=2)[CH:23]=[CH:24][CH:25]=[CH:26][CH:27]=1, predict the reactants needed to synthesize it. The reactants are: [NH2:1][C:2]1[CH:3]=[CH:4][C:5]([N:8]2[CH2:14][CH2:13][CH2:12][N:11]([C:15]([O:17][C:18]([CH3:21])([CH3:20])[CH3:19])=[O:16])[CH2:10][CH2:9]2)=[N:6][CH:7]=1.[C:22]1([C:28]2[O:29][C:30]([C:36]([F:39])([F:38])[F:37])=[C:31]([C:33](O)=[O:34])[N:32]=2)[CH:27]=[CH:26][CH:25]=[CH:24][CH:23]=1. (7) The reactants are: CC(C[AlH]CC(C)C)C.[CH3:10][O:11][C:12]1[C:16]([C:17](OCC)=[O:18])=[CH:15][N:14]([C:22]2[CH:23]=[N:24][C:25]([C:28]([F:31])([F:30])[F:29])=[N:26][CH:27]=2)[N:13]=1. Given the product [CH3:10][O:11][C:12]1[C:16]([CH2:17][OH:18])=[CH:15][N:14]([C:22]2[CH:27]=[N:26][C:25]([C:28]([F:31])([F:29])[F:30])=[N:24][CH:23]=2)[N:13]=1, predict the reactants needed to synthesize it. (8) Given the product [CH:1]1([CH2:4][N:5]2[C:10]3[CH:11]=[N:12][C:17]([C:18]([O:20][CH3:21])=[O:19])=[CH:16][C:9]=3[C:8](=[O:22])[N:7]([CH2:23][CH:24]3[CH2:25][CH2:26]3)[C:6]2=[O:27])[CH2:3][CH2:2]1, predict the reactants needed to synthesize it. The reactants are: [CH:1]1([CH2:4][N:5]2[C:10]([CH:11]=[N:12]N(C)C)=[C:9](/[CH:16]=[CH:17]/[C:18]([O:20][CH3:21])=[O:19])[C:8](=[O:22])[N:7]([CH2:23][CH:24]3[CH2:26][CH2:25]3)[C:6]2=[O:27])[CH2:3][CH2:2]1. (9) Given the product [O:21]=[C:15]1[CH:14]([N:8]2[CH2:7][C:6]3[C:10](=[CH:11][CH:12]=[C:4]([CH2:3][NH:2][C:28](=[O:29])[C:27]4[CH:31]=[CH:32][C:24]([C:23]([F:22])([F:33])[F:34])=[CH:25][CH:26]=4)[CH:5]=3)[C:9]2=[O:13])[CH2:19][CH2:18][C:17](=[O:20])[NH:16]1, predict the reactants needed to synthesize it. The reactants are: Cl.[NH2:2][CH2:3][C:4]1[CH:5]=[C:6]2[C:10](=[CH:11][CH:12]=1)[C:9](=[O:13])[N:8]([CH:14]1[CH2:19][CH2:18][C:17](=[O:20])[NH:16][C:15]1=[O:21])[CH2:7]2.[F:22][C:23]([F:34])([F:33])[C:24]1[CH:32]=[CH:31][C:27]([C:28](Cl)=[O:29])=[CH:26][CH:25]=1.C(N(CC)CC)C.Cl. (10) The reactants are: Cl[C:2]1[N:7]=[N:6][C:5]([C:8]2[C:13]([F:14])=[CH:12][CH:11]=[CH:10][C:9]=2[F:15])=[N:4][CH:3]=1.[Cl:16][C:17]1[CH:24]=[CH:23][C:20]([CH2:21][NH2:22])=[CH:19][CH:18]=1.C(N(CC)CC)C.O. Given the product [Cl:16][C:17]1[CH:24]=[CH:23][C:20]([CH2:21][NH:22][C:2]2[N:7]=[N:6][C:5]([C:8]3[C:13]([F:14])=[CH:12][CH:11]=[CH:10][C:9]=3[F:15])=[N:4][CH:3]=2)=[CH:19][CH:18]=1, predict the reactants needed to synthesize it.